From a dataset of Reaction yield outcomes from USPTO patents with 853,638 reactions. Predict the reaction yield, written as a fraction of the theoretical maximum amount of product (1.0 means a 100% yield; for example, 0.34 means a 34% yield). (1) The reactants are [CH2:1]([O:8][C:9]1[CH:14]=[CH:13][C:12]([CH2:15][C:16](Cl)=[N:17][OH:18])=[CH:11][CH:10]=1)[C:2]1[CH:7]=[CH:6][CH:5]=[CH:4][CH:3]=1.O1CCCC1.[C:25]([C:27]1[C:28]([NH2:33])=[N:29][CH:30]=[CH:31][CH:32]=1)#[CH:26].C(N(CC)CC)C. The catalyst is O. The product is [CH2:1]([O:8][C:9]1[CH:14]=[CH:13][C:12]([CH2:15][C:16]2[CH:26]=[C:25]([C:27]3[C:28]([NH2:33])=[N:29][CH:30]=[CH:31][CH:32]=3)[O:18][N:17]=2)=[CH:11][CH:10]=1)[C:2]1[CH:7]=[CH:6][CH:5]=[CH:4][CH:3]=1. The yield is 0.150. (2) The reactants are F[C:2]1[CH:9]=[CH:8][C:5]([CH:6]=[O:7])=[CH:4][CH:3]=1.[CH3:10][CH:11]1[CH2:16][NH:15][CH2:14][CH:13]([CH3:17])[N:12]1[C:18](=[O:20])[CH3:19].C(=O)([O-])[O-].[K+].[K+]. The catalyst is CN(C=O)C. The product is [C:18]([N:12]1[CH:11]([CH3:10])[CH2:16][N:15]([C:2]2[CH:9]=[CH:8][C:5]([CH:6]=[O:7])=[CH:4][CH:3]=2)[CH2:14][CH:13]1[CH3:17])(=[O:20])[CH3:19]. The yield is 0.462. (3) The reactants are [CH3:1][N:2]([CH2:4][C:5]1[CH:23]=[CH:22][C:8](/[CH:9]=[N:10]/[C:11]2[CH:19]=[C:18]([F:20])[CH:17]=[C:16]3[C:12]=2[CH2:13][O:14][C:15]3=[O:21])=[CH:7][CH:6]=1)[CH3:3].[CH3:24][N:25]([CH2:27][C:28]1[CH:35]=[CH:34][C:31]([CH:32]=O)=[CH:30][CH:29]=1)[CH3:26].[O-:36][CH2:37][CH3:38].[Na+].C(O)C. The catalyst is C(OCC)(=O)CC. The product is [CH3:1][N:2]([CH2:4][C:5]1[CH:23]=[CH:22][C:8]([CH:9]2[CH:32]([C:31]3[CH:34]=[CH:35][C:28]([CH2:27][N:25]([CH3:24])[CH3:26])=[CH:29][CH:30]=3)[C:37](=[O:36])[C:38]3[C:16]([C:15]([O:14][CH2:13][CH3:12])=[O:21])=[CH:17][C:18]([F:20])=[CH:19][C:11]=3[NH:10]2)=[CH:7][CH:6]=1)[CH3:3]. The yield is 0.330. (4) The reactants are S(=O)(=O)(O)O.[OH:6][C@H:7]1[O:15][C@H:14]([CH2:16][OH:17])[C@@H:12]([OH:13])[C@H:10]([OH:11])[C@H:8]1[OH:9].[OH-].[Na+]. The catalyst is CC(C)=O. The product is [CH3:7][C:8]1([CH3:10])[O:13][C@@H:12]([C@H:14]2[O:15][C@@H:7]3[O:6][C:14]([CH3:16])([CH3:12])[O:9][C@@H:8]3[C@H:16]2[OH:17])[CH2:10][O:11]1. The yield is 0.570. (5) The catalyst is S(Cl)(Cl)=O.CO. The reactants are [F:1][C:2]1[CH:3]=[C:4]([NH:13][S:14]([C:17]2[CH:25]=[CH:24][C:20]([C:21](O)=[O:22])=[CH:19][CH:18]=2)(=[O:16])=[O:15])[CH:5]=[C:6]([F:12])[C:7]=1[C:8]([O:10]C)=[O:9].Cl.[CH2:27]([NH2:29])[CH3:28].C(N(CC)CC)C.[OH-].[Na+].Cl. The yield is 0.500. The product is [CH2:27]([NH:29][C:21]([C:20]1[CH:24]=[CH:25][C:17]([S:14]([NH:13][C:4]2[CH:3]=[C:2]([F:1])[C:7]([C:8]([OH:10])=[O:9])=[C:6]([F:12])[CH:5]=2)(=[O:15])=[O:16])=[CH:18][CH:19]=1)=[O:22])[CH3:28]. (6) The reactants are Cl.[CH3:2][O:3][C:4]([C@H:6]1[C@@H:11]([NH2:12])[CH:10]2[CH2:13][CH2:14][CH:7]1[CH2:8][CH2:9]2)=[O:5].C([O-])(=O)C.[Na+].[F:20][C:21]1[CH:28]=[CH:27][C:24]([CH:25]=O)=[CH:23][CH:22]=1.C([BH3-])#N.[Na+].C(=O)(O)[O-].[Na+]. The catalyst is CO.C(OCC)(=O)C. The product is [CH3:2][O:3][C:4]([C@H:6]1[C@@H:11]([NH:12][CH2:25][C:24]2[CH:27]=[CH:28][C:21]([F:20])=[CH:22][CH:23]=2)[CH:10]2[CH2:13][CH2:14][CH:7]1[CH2:8][CH2:9]2)=[O:5]. The yield is 0.720. (7) The reactants are [CH2:1]([O:3][C:4](=[O:29])[CH2:5][CH2:6][CH2:7][O:8][C:9]1[CH:14]=[CH:13][CH:12]=[C:11]([CH2:15][CH2:16][CH2:17][CH2:18][CH2:19][CH2:20]Br)[C:10]=1[CH2:22][CH2:23][C:24]([O:26][CH2:27][CH3:28])=[O:25])[CH3:2].NC(N)=[S:32].NCCNCCNCCNCCN. The catalyst is C1COCC1.CCOC(C)=O. The product is [CH2:1]([O:3][C:4](=[O:29])[CH2:5][CH2:6][CH2:7][O:8][C:9]1[CH:14]=[CH:13][CH:12]=[C:11]([CH2:15][CH2:16][CH2:17][CH2:18][CH2:19][CH2:20][SH:32])[C:10]=1[CH2:22][CH2:23][C:24]([O:26][CH2:27][CH3:28])=[O:25])[CH3:2]. The yield is 0.810. (8) The reactants are [NH2:1][C:2]1[N:11]=[C:10]([C:12]2[CH:17]=[CH:16][CH:15]=[C:14]([Cl:18])[CH:13]=2)[C:9]2[C:4](=[CH:5][CH:6]=[C:7]([C:19]([C:27]3[CH:32]=[CH:31][C:30]([Cl:33])=[CH:29][CH:28]=3)([C:21]3[N:25]([CH3:26])[CH:24]=[N:23][CH:22]=3)[OH:20])[CH:8]=2)[N:3]=1.[N:34]([CH:37]([CH3:39])[CH3:38])=[C:35]=[O:36]. The catalyst is C1COCC1.O. The product is [Cl:18][C:14]1[CH:13]=[C:12]([C:10]2[C:9]3[C:4](=[CH:5][CH:6]=[C:7]([C:19]([C:27]4[CH:28]=[CH:29][C:30]([Cl:33])=[CH:31][CH:32]=4)([OH:20])[C:21]4[N:25]([CH3:26])[CH:24]=[N:23][CH:22]=4)[CH:8]=3)[N:3]=[C:2]([NH:1][C:35]([NH:34][CH:37]([CH3:39])[CH3:38])=[O:36])[N:11]=2)[CH:17]=[CH:16][CH:15]=1. The yield is 0.203. (9) The reactants are C([O:4][C@@H:5]([C:7]1[N:11]=[C:10]([C:12]2[CH:17]=[CH:16][CH:15]=[C:14]([Cl:18])[CH:13]=2)[O:9][N:8]=1)[CH3:6])(=O)C.O.[OH-].[Li+]. The catalyst is C1COCC1.O. The product is [Cl:18][C:14]1[CH:13]=[C:12]([C:10]2[O:9][N:8]=[C:7]([C@H:5]([OH:4])[CH3:6])[N:11]=2)[CH:17]=[CH:16][CH:15]=1. The yield is 0.970.